This data is from Forward reaction prediction with 1.9M reactions from USPTO patents (1976-2016). The task is: Predict the product of the given reaction. (1) Given the reactants [CH3:1][O:2][C:3]([C:5]1[CH:29]=[CH:28][C:8]2[N:9]=[C:10]([C:12]3[C:17]([CH3:18])=[CH:16][C:15](OS(C(F)(F)F)(=O)=O)=[CH:14][C:13]=3[CH3:27])[NH:11][C:7]=2[CH:6]=1)=[O:4].[NH:30]1[CH2:35][CH2:34][O:33][CH2:32][CH2:31]1.[O-]P([O-])([O-])=O.[K+].[K+].[K+], predict the reaction product. The product is: [CH3:1][O:2][C:3]([C:5]1[CH:29]=[CH:28][C:8]2[N:9]=[C:10]([C:12]3[C:13]([CH3:27])=[CH:14][C:15]([N:30]4[CH2:35][CH2:34][O:33][CH2:32][CH2:31]4)=[CH:16][C:17]=3[CH3:18])[NH:11][C:7]=2[CH:6]=1)=[O:4]. (2) Given the reactants [Br:1][C:2]1[CH:10]=[C:9]2[C:5]([CH2:6][C:7](=[O:18])[N:8]2[C:11]([O:13][C:14]([CH3:17])([CH3:16])[CH3:15])=[O:12])=[CH:4][CH:3]=1.[C:19]([O-:22])([O-])=O.[K+].[K+].C=O.[C:27]([O-])(O)=[O:28].[Na+], predict the reaction product. The product is: [Br:1][C:2]1[CH:10]=[C:9]2[C:5]([C:6]([CH2:19][OH:22])([CH2:27][OH:28])[C:7](=[O:18])[N:8]2[C:11]([O:13][C:14]([CH3:15])([CH3:17])[CH3:16])=[O:12])=[CH:4][CH:3]=1. (3) Given the reactants C([O:9][C@@H:10]1[C@H:14]([O:15]C(=O)C2C=CC=CC=2)[C@@H:13]([C:24]([NH:26][CH2:27][CH3:28])=[O:25])[O:12][C@H:11]1[N:29]1[CH:37]=[N:36][C:35]2[C:30]1=[N:31][C:32]([I:55])=[N:33][C:34]=2[NH:38][CH2:39][CH:40]([CH2:48][C:49]1[CH:54]=[CH:53][CH:52]=[CH:51][CH:50]=1)[CH2:41][C:42]1[CH:47]=[CH:46][CH:45]=[CH:44][CH:43]=1)(=O)C1C=CC=CC=1.C(=O)([O-])[O-].[Na+].[Na+], predict the reaction product. The product is: [CH2:48]([CH:40]([CH2:41][C:42]1[CH:47]=[CH:46][CH:45]=[CH:44][CH:43]=1)[CH2:39][NH:38][C:34]1[N:33]=[C:32]([I:55])[N:31]=[C:30]2[C:35]=1[N:36]=[CH:37][N:29]2[C@@H:11]1[O:12][C@H:13]([C:24]([NH:26][CH2:27][CH3:28])=[O:25])[C@@H:14]([OH:15])[C@H:10]1[OH:9])[C:49]1[CH:54]=[CH:53][CH:52]=[CH:51][CH:50]=1.